Dataset: Reaction yield outcomes from USPTO patents with 853,638 reactions. Task: Predict the reaction yield, written as a fraction of the theoretical maximum amount of product (1.0 means a 100% yield; for example, 0.34 means a 34% yield). (1) The reactants are [NH2:1][C:2]1[C:3]([S:37][CH2:38][CH2:39][NH:40][C:41]([O:43][C:44]([CH3:47])([CH3:46])[CH3:45])=[O:42])=[C:4]([NH:12][C:13](=[O:36])[CH2:14][CH2:15][CH2:16][CH2:17][NH:18][C:19]([NH:28][C:29](=[O:35])[O:30][C:31]([CH3:34])([CH3:33])[CH3:32])=[N:20][C:21]([O:23][C:24]([CH3:27])([CH3:26])[CH3:25])=[O:22])[CH:5]=[C:6]([C:8]([F:11])([F:10])[F:9])[CH:7]=1.C(N(C(C)C)CC)(C)C.Cl[C:58](Cl)([O:60]C(=O)OC(Cl)(Cl)Cl)Cl.[F:69][C:70]([F:89])([F:88])[C:71]1[CH:72]=[C:73]([CH:82]=[C:83]([N+:85]([O-:87])=[O:86])[CH:84]=1)[O:74][C:75]1[CH:80]=[CH:79][C:78]([NH2:81])=[CH:77][CH:76]=1. The catalyst is C(Cl)Cl.CCOC(C)=O. The product is [C:24]([O:23][C:21]([NH:20][C:19]([NH:18][CH2:17][CH2:16][CH2:15][CH2:14][C:13]([NH:12][C:4]1[C:3]([S:37][CH2:38][CH2:39][NH:40][C:41]([O:43][C:44]([CH3:47])([CH3:46])[CH3:45])=[O:42])=[C:2]([NH:1][C:58]([NH:81][C:78]2[CH:79]=[CH:80][C:75]([O:74][C:73]3[CH:82]=[C:83]([NH+:85]([O-:87])[OH:86])[CH:84]=[C:71]([C:70]([F:88])([F:89])[F:69])[CH:72]=3)=[CH:76][CH:77]=2)=[O:60])[CH:7]=[C:6]([C:8]([F:11])([F:9])[F:10])[CH:5]=1)=[O:36])=[N:28][C:29]([O:30][C:31]([CH3:32])([CH3:33])[CH3:34])=[O:35])=[O:22])([CH3:27])([CH3:25])[CH3:26]. The yield is 0.690. (2) The yield is 1.00. The reactants are [Cl:1][C:2]1[S:6][C:5]([C:7](OC)([O:9]C)[CH3:8])=[N:4][CH:3]=1.FC(F)(F)C(O)=O.O. The catalyst is ClCCl. The product is [Cl:1][C:2]1[S:6][C:5]([C:7](=[O:9])[CH3:8])=[N:4][CH:3]=1. (3) The reactants are Cl.[CH3:2][C:3]1([CH3:19])[C:11]2[C:6](=[N:7][CH:8]=[CH:9][N:10]=2)[N:5]([CH:12]2[CH2:17][CH2:16][NH:15][CH2:14][CH2:13]2)[C:4]1=[O:18].Cl.Cl.CC1(C)C2C(=NC=CC=2)N(C2CCNCC2)C1=O.Cl[C:41]1[N:50]=[CH:49][C:48]2[C:43](=[CH:44][C:45]([Cl:51])=[CH:46][CH:47]=2)[N:42]=1.C(=O)([O-])[O-].[K+].[K+]. The catalyst is CS(C)=O.O. The product is [Cl:51][C:45]1[CH:44]=[C:43]2[C:48]([CH:49]=[N:50][C:41]([N:15]3[CH2:16][CH2:17][CH:12]([N:5]4[C:6]5=[N:7][CH:8]=[CH:9][N:10]=[C:11]5[C:3]([CH3:19])([CH3:2])[C:4]4=[O:18])[CH2:13][CH2:14]3)=[N:42]2)=[CH:47][CH:46]=1. The yield is 0.760.